Dataset: Catalyst prediction with 721,799 reactions and 888 catalyst types from USPTO. Task: Predict which catalyst facilitates the given reaction. (1) Reactant: [CH2:1]([N:8]1[C:12]([CH2:13][C:14]([OH:16])=[O:15])=[CH:11][N:10]=[C:9]1[C:17]1[CH:22]=[CH:21][C:20]([N+:23]([O-])=O)=[CH:19][CH:18]=1)[C:2]1[CH:7]=[CH:6][CH:5]=[CH:4][CH:3]=1.[ClH:26].C(O)C. Product: [ClH:26].[NH2:23][C:20]1[CH:21]=[CH:22][C:17]([C:9]2[N:8]([CH2:1][C:2]3[CH:7]=[CH:6][CH:5]=[CH:4][CH:3]=3)[C:12]([CH2:13][C:14]([OH:16])=[O:15])=[C:11]([Cl:26])[N:10]=2)=[CH:18][CH:19]=1. The catalyst class is: 386. (2) Product: [N:31]1([S:28]([C:25]2[CH:24]=[CH:23][C:22]([NH:8][C:5]3[N:4]=[C:3]([C:9]4[N:13]([CH:14]5[CH2:19][CH2:18][O:17][CH2:16][CH2:15]5)[C:12]([CH3:20])=[N:11][CH:10]=4)[C:2]([F:1])=[CH:7][N:6]=3)=[CH:27][CH:26]=2)(=[O:29])=[O:30])[CH2:32][CH2:33][CH2:34]1. Reactant: [F:1][C:2]1[C:3]([C:9]2[N:13]([CH:14]3[CH2:19][CH2:18][O:17][CH2:16][CH2:15]3)[C:12]([CH3:20])=[N:11][CH:10]=2)=[N:4][C:5]([NH2:8])=[N:6][CH:7]=1.Br[C:22]1[CH:27]=[CH:26][C:25]([S:28]([N:31]2[CH2:34][CH2:33][CH2:32]2)(=[O:30])=[O:29])=[CH:24][CH:23]=1.C([O-])([O-])=O.[Cs+].[Cs+].CC(C1C=C(C(C)C)C(C2C=CC=CC=2P(C2CCCCC2)C2CCCCC2)=C(C(C)C)C=1)C. The catalyst class is: 110. (3) Reactant: [CH:1]1([N:5]2[CH2:9][CH2:8][C@@H:7]([N:10]3[CH2:18][C:17]4[C:12](=[CH:13][CH:14]=[C:15]([C:19]5[CH:28]=[CH:27][C:22]([C:23]([O:25]C)=[O:24])=[CH:21][CH:20]=5)[CH:16]=4)[C:11]3=[O:29])[CH2:6]2)[CH2:4][CH2:3][CH2:2]1. Product: [CH:1]1([N:5]2[CH2:9][CH2:8][C@@H:7]([N:10]3[CH2:18][C:17]4[C:12](=[CH:13][CH:14]=[C:15]([C:19]5[CH:20]=[CH:21][C:22]([C:23]([OH:25])=[O:24])=[CH:27][CH:28]=5)[CH:16]=4)[C:11]3=[O:29])[CH2:6]2)[CH2:2][CH2:3][CH2:4]1. The catalyst class is: 5. (4) Reactant: [C:1]([O-:4])(=[O:3])C.[O:5]=[C:6]1[C@@H:9]([NH3+:10])[CH2:8][NH:7]1.[CH3:11]CN(C(C)C)C(C)C.[C:20]([C:24]1[CH:29]=[CH:28][C:27](C2C=CN(C([O-])=O)C(=O)C=2C)=[CH:26][CH:25]=1)([CH3:23])([CH3:22])[CH3:21]. Product: [C:20]([C:24]1[CH:29]=[CH:28][C:27]([O:4][C:1](=[O:3])[N:10]([CH3:11])[C@H:9]2[CH2:8][NH:7][C:6]2=[O:5])=[CH:26][CH:25]=1)([CH3:23])([CH3:21])[CH3:22]. The catalyst class is: 2.